This data is from Reaction yield outcomes from USPTO patents with 853,638 reactions. The task is: Predict the reaction yield, written as a fraction of the theoretical maximum amount of product (1.0 means a 100% yield; for example, 0.34 means a 34% yield). (1) The reactants are [N+:1]([C:4]1[CH:9]=[C:8]([C:10]([F:13])([F:12])[F:11])[CH:7]=[CH:6][C:5]=1[N:14]1[CH:18]=[CH:17][CH:16]=[N:15]1)([O-])=O. The catalyst is CCO. The product is [N:14]1([C:5]2[CH:6]=[CH:7][C:8]([C:10]([F:11])([F:12])[F:13])=[CH:9][C:4]=2[NH2:1])[CH:18]=[CH:17][CH:16]=[N:15]1. The yield is 0.480. (2) The reactants are [C:1]([C:4]1[C:8]([CH3:9])=[C:7]([Cl:10])[S:6][C:5]=1Cl)(=[O:3])[CH3:2].[C:12]1(B(O)O)[CH:17]=[CH:16][CH:15]=[CH:14][CH:13]=1.C(=O)(O)[O-].[Na+]. The catalyst is COCCOC.C1C=CC(P(C2C=CC=CC=2)C2C=CC=CC=2)=CC=1.C1C=CC(P(C2C=CC=CC=2)C2C=CC=CC=2)=CC=1.Cl[Pd]Cl. The product is [C:1]([C:4]1[C:8]([CH3:9])=[C:7]([Cl:10])[S:6][C:5]=1[C:12]1[CH:17]=[CH:16][CH:15]=[CH:14][CH:13]=1)(=[O:3])[CH3:2]. The yield is 0.780. (3) The reactants are [NH2:1][C:2]1[CH:7]=[CH:6][C:5]([C:8]2[CH2:9][C@@H:10]3[N:16]([CH:17]=2)[C:15](=[O:18])[C:14]2[CH:19]=[C:20]([O:63][CH3:64])[C:21]([O:23][CH2:24][CH2:25][CH2:26][O:27][C:28]4[C:60]([O:61][CH3:62])=[CH:59][C:31]5[C:32](=[O:58])[N:33]6[CH:48]=[C:47]([C:49]7[CH:57]=[CH:56][C:52]8[O:53][CH2:54][O:55][C:51]=8[CH:50]=7)[CH2:46][C@H:34]6[C:35](=O)[N:36](COCC[Si](C)(C)C)[C:30]=5[CH:29]=4)=[CH:22][C:13]=2[N:12](COCC[Si](C)(C)C)[C:11]3=O)=[CH:4][CH:3]=1.[Li+].[B-](CC)(CC)CC.O. The catalyst is C1COCC1. The product is [NH2:1][C:2]1[CH:3]=[CH:4][C:5]([C:8]2[CH2:9][C@@H:10]3[N:16]([CH:17]=2)[C:15](=[O:18])[C:14]2[CH:19]=[C:20]([O:63][CH3:64])[C:21]([O:23][CH2:24][CH2:25][CH2:26][O:27][C:28]4[C:60]([O:61][CH3:62])=[CH:59][C:31]5[C:32](=[O:58])[N:33]6[CH:48]=[C:47]([C:49]7[CH:57]=[CH:56][C:52]8[O:53][CH2:54][O:55][C:51]=8[CH:50]=7)[CH2:46][C@H:34]6[CH:35]=[N:36][C:30]=5[CH:29]=4)=[CH:22][C:13]=2[N:12]=[CH:11]3)=[CH:6][CH:7]=1. The yield is 0.530. (4) The product is [C:9]([C:6]1[C:7]2[O:8][C:14]([CH3:15])=[N:1][C:2]=2[C:3]([N+:11]([O-:13])=[O:12])=[CH:4][CH:5]=1)#[N:10]. The reactants are [NH2:1][C:2]1[C:7]([OH:8])=[C:6]([C:9]#[N:10])[CH:5]=[CH:4][C:3]=1[N+:11]([O-:13])=[O:12].[C:14](OCC)(OCC)(OCC)[CH3:15]. No catalyst specified. The yield is 0.630. (5) The reactants are [Cl:1][C:2]1[CH:10]=[CH:9][C:5]([C:6]([OH:8])=[O:7])=[CH:4][CH:3]=1.[N:11]1[CH:16]=[CH:15][CH:14]=[C:13]([CH2:17][CH:18]2[CH:23]([NH:24][C:25]([C:27]3[O:28][C:29]4[CH:35]=[CH:34][CH:33]=[CH:32][C:30]=4[CH:31]=3)=[O:26])[CH:22]3[CH2:36][CH2:37][N:19]2[CH2:20][CH2:21]3)[CH:12]=1. The catalyst is CC(C)=O.C(O)(C)C. The product is [Cl:1][C:2]1[CH:10]=[CH:9][C:5]([C:6]([OH:8])=[O:7])=[CH:4][CH:3]=1.[N:11]1[CH:16]=[CH:15][CH:14]=[C:13]([CH2:17][C@@H:18]2[C@H:23]([NH:24][C:25]([C:27]3[O:28][C:29]4[CH:35]=[CH:34][CH:33]=[CH:32][C:30]=4[CH:31]=3)=[O:26])[CH:22]3[CH2:36][CH2:37][N:19]2[CH2:20][CH2:21]3)[CH:12]=1. The yield is 0.940. (6) The reactants are [Cl:1][C:2]1[C:11]([Cl:12])=[C:10]2[C:5]([C:6](=O)[NH:7][CH:8]=[N:9]2)=[CH:4][CH:3]=1.P(Cl)(Cl)([Cl:16])=O. No catalyst specified. The product is [Cl:16][C:6]1[C:5]2[C:10](=[C:11]([Cl:12])[C:2]([Cl:1])=[CH:3][CH:4]=2)[N:9]=[CH:8][N:7]=1. The yield is 0.820. (7) The reactants are Br[C:2]1[C:7]2=[N:8][C:9]([C:12]([NH2:14])=[O:13])=[CH:10][N:11]=[C:6]2[CH:5]=[N:4][CH:3]=1.[F:15][C:16]1[CH:21]=[CH:20][CH:19]=[CH:18][C:17]=1B(O)O.C(=O)([O-])[O-].[Cs+].[Cs+].O1CCOCC1. The catalyst is C1(P([C-]2C=CC=C2)C2C=CC=CC=2)C=CC=CC=1.[C-]1(P(C2C=CC=CC=2)C2C=CC=CC=2)C=CC=C1.[Fe+2].[Pd](Cl)Cl.O. The product is [F:15][C:16]1[CH:21]=[CH:20][CH:19]=[CH:18][C:17]=1[C:2]1[C:7]2=[N:8][C:9]([C:12]([NH2:14])=[O:13])=[CH:10][N:11]=[C:6]2[CH:5]=[N:4][CH:3]=1. The yield is 0.620. (8) The catalyst is C1C=CC(/C=C/C(/C=C/C2C=CC=CC=2)=O)=CC=1.C1C=CC(/C=C/C(/C=C/C2C=CC=CC=2)=O)=CC=1.C1C=CC(/C=C/C(/C=C/C2C=CC=CC=2)=O)=CC=1.[Pd].[Pd]. The yield is 0.320. The reactants are Br[C:2]1[CH:7]=[CH:6][C:5]([S:8]([N:11]([CH3:13])[CH3:12])(=[O:10])=[O:9])=[C:4]([O:14][C:15]([F:18])([F:17])[F:16])[CH:3]=1.[C:19]([C:21]1[N:25]([CH3:26])[C:24](B(O)O)=[CH:23][CH:22]=1)#[N:20].[F-].[K+].C(P(C(C)(C)C)C(C)(C)C)(C)(C)C. The product is [C:19]([C:21]1[N:25]([CH3:26])[C:24]([C:2]2[CH:7]=[CH:6][C:5]([S:8]([N:11]([CH3:13])[CH3:12])(=[O:10])=[O:9])=[C:4]([O:14][C:15]([F:18])([F:17])[F:16])[CH:3]=2)=[CH:23][CH:22]=1)#[N:20]. (9) The reactants are [CH:1]([C:3]1([OH:15])[CH2:14][CH2:13][CH2:12][CH2:11][CH2:10][CH2:9][CH2:8][CH2:7][CH2:6][CH2:5][CH2:4]1)=[CH2:2].C1(=O)CCCCCCCCCCC1. No catalyst specified. The product is [C:3]1(=[O:15])[CH2:1][CH2:2][CH2:4][CH2:5][CH2:6][CH2:7][CH2:8][CH2:9][CH2:10][CH2:11][CH2:12][CH2:13][CH2:14]1. The yield is 0.720.